Dataset: NCI-60 drug combinations with 297,098 pairs across 59 cell lines. Task: Regression. Given two drug SMILES strings and cell line genomic features, predict the synergy score measuring deviation from expected non-interaction effect. Drug 1: CNC(=O)C1=CC=CC=C1SC2=CC3=C(C=C2)C(=NN3)C=CC4=CC=CC=N4. Drug 2: C1=CC(=CC=C1CCC2=CNC3=C2C(=O)NC(=N3)N)C(=O)NC(CCC(=O)O)C(=O)O. Cell line: UACC-257. Synergy scores: CSS=8.89, Synergy_ZIP=-2.11, Synergy_Bliss=-1.01, Synergy_Loewe=-6.10, Synergy_HSA=-1.60.